From a dataset of Full USPTO retrosynthesis dataset with 1.9M reactions from patents (1976-2016). Predict the reactants needed to synthesize the given product. The reactants are: [OH:1][CH:2]1[CH2:7][CH2:6][NH:5][CH2:4][CH2:3]1.Br[CH2:9][CH2:10][CH2:11][CH2:12][CH2:13]Br.[F:15][C:16]1[CH:21]=[CH:20][C:19]([CH2:22][C:23](Cl)=[O:24])=[CH:18][CH:17]=1.[CH2:26]([NH:28][CH2:29][CH3:30])[CH3:27]. Given the product [CH2:26]([N:28]([CH2:29][CH3:30])[CH2:9][CH2:10][CH2:11][CH2:12][CH2:13][O:1][CH:2]1[CH2:7][CH2:6][N:5]([C:23](=[O:24])[CH2:22][C:19]2[CH:20]=[CH:21][C:16]([F:15])=[CH:17][CH:18]=2)[CH2:4][CH2:3]1)[CH3:27], predict the reactants needed to synthesize it.